Task: Predict the product of the given reaction.. Dataset: Forward reaction prediction with 1.9M reactions from USPTO patents (1976-2016) (1) Given the reactants [NH2:1][C:2]1[N:6]([CH:7]2[CH2:12][CH2:11][CH2:10][NH:9][CH2:8]2)[N:5]=[C:4]([C:13]2[CH:18]=[CH:17][C:16]([O:19][C:20]3[CH:25]=[CH:24][CH:23]=[CH:22][CH:21]=3)=[CH:15][CH:14]=2)[C:3]=1[C:26]([NH2:28])=[O:27].[C:29]([CH2:31][C:32](O)=[O:33])#[N:30], predict the reaction product. The product is: [NH2:1][C:2]1[N:6]([CH:7]2[CH2:12][CH2:11][CH2:10][N:9]([C:32](=[O:33])[CH2:31][C:29]#[N:30])[CH2:8]2)[N:5]=[C:4]([C:13]2[CH:14]=[CH:15][C:16]([O:19][C:20]3[CH:25]=[CH:24][CH:23]=[CH:22][CH:21]=3)=[CH:17][CH:18]=2)[C:3]=1[C:26]([NH2:28])=[O:27]. (2) Given the reactants Br[C:2]1[CH:3]=[C:4]([CH:10]=[CH:11][C:12]([O:14]CC)=[O:13])[CH:5]=[CH:6][C:7]=1[O:8][CH3:9].[CH2:17]([O:20][C:21]1[C:26]([C:27]([CH3:30])([CH3:29])[CH3:28])=[CH:25][C:24]([C:31]([CH3:34])([CH3:33])[CH3:32])=[CH:23][C:22]=1B(O)O)[CH2:18][CH3:19], predict the reaction product. The product is: [C:27]([C:26]1[C:21]([O:20][CH2:17][CH2:18][CH3:19])=[C:22]([C:2]2[C:7]([O:8][CH3:9])=[CH:6][CH:5]=[C:4]([CH:10]=[CH:11][C:12]([OH:14])=[O:13])[CH:3]=2)[CH:23]=[C:24]([C:31]([CH3:34])([CH3:33])[CH3:32])[CH:25]=1)([CH3:30])([CH3:28])[CH3:29]. (3) Given the reactants [CH2:1]([O:3][C:4](=[O:12])[C:5]1[CH:10]=[CH:9][N:8]=[C:7](Cl)[CH:6]=1)[CH3:2].[Cl-].[CH:14]1([Zn+])[CH2:18][CH2:17][CH2:16][CH2:15]1.O1CCOC[CH2:21]1, predict the reaction product. The product is: [CH2:1]([O:3][C:4](=[O:12])[C:5]1[CH:10]=[C:9]([CH3:21])[N:8]=[C:7]([CH:14]2[CH2:18][CH2:17][CH2:16][CH2:15]2)[CH:6]=1)[CH3:2]. (4) The product is: [Cl:1][C:2]1[CH:7]=[CH:6][N:5]=[CH:4][C:3]=1[C:17]1[C@@:21]2([CH3:37])[CH2:22][CH2:23][C@H:24]3[C@H:33]([C@@H:20]2[CH2:19][CH:18]=1)[CH2:32][CH:31]=[C:30]1[C@:25]3([CH3:36])[CH2:26][CH2:27][C:28](=[O:35])[N:29]1[CH3:34]. Given the reactants [Cl:1][C:2]1[CH:7]=[CH:6][N:5]=[CH:4][C:3]=1B(O)O.FC(F)(F)S(O[C:17]1[C@@:21]2([CH3:37])[CH2:22][CH2:23][C@H:24]3[C@H:33]([C@@H:20]2[CH2:19][CH:18]=1)[CH2:32][CH:31]=[C:30]1[C@:25]3([CH3:36])[CH2:26][CH2:27][C:28](=[O:35])[N:29]1[CH3:34])(=O)=O, predict the reaction product. (5) The product is: [NH2:3][C:4]1[C:8]([NH:9][C:33]([NH:32][C:26]2[C:27]([Cl:31])=[CH:28][CH:29]=[CH:30][C:25]=2[Cl:24])=[S:34])=[CH:7][S:6][CH:5]=1. Given the reactants Cl.Cl.[NH2:3][C:4]1[C:8]([NH2:9])=[CH:7][S:6][CH:5]=1.C1COCC1.C(N(C(C)C)C(C)C)C.[Cl:24][C:25]1[CH:30]=[CH:29][CH:28]=[C:27]([Cl:31])[C:26]=1[N:32]=[C:33]=[S:34], predict the reaction product. (6) Given the reactants Cl[C:2]1[N:7]=[C:6]([NH:8][C@@H:9]([C:11]2[CH:16]=[CH:15][C:14]([CH3:17])=[CH:13][CH:12]=2)[CH3:10])[CH:5]=[N:4][CH:3]=1.[CH3:18][O:19][C:20]1[CH:25]=[C:24](B2OC(C)(C)C(C)(C)O2)[CH:23]=[CH:22][C:21]=1[OH:35], predict the reaction product. The product is: [CH3:18][O:19][C:20]1[CH:25]=[C:24]([C:2]2[CH:3]=[N:4][CH:5]=[C:6]([NH:8][C@@H:9]([C:11]3[CH:16]=[CH:15][C:14]([CH3:17])=[CH:13][CH:12]=3)[CH3:10])[N:7]=2)[CH:23]=[CH:22][C:21]=1[OH:35]. (7) Given the reactants O[C:2]1([C:8]2[S:12][C:11]3[CH:13]=[CH:14][CH:15]=[CH:16][C:10]=3[C:9]=2[CH2:17][CH3:18])[CH2:7][CH2:6][NH:5][CH2:4][CH2:3]1.[O:19]1[CH2:21][C@H:20]1[CH2:22][O:23][C:24]1[C:32]2[CH2:31][CH2:30][O:29][C:28]=2[CH:27]=[CH:26][CH:25]=1, predict the reaction product. The product is: [O:29]1[CH2:30][CH2:31][C:32]2[C:24]([O:23][CH2:22][C@@H:20]([OH:19])[CH2:21][N:5]3[CH2:6][CH2:7][CH:2]([C:8]4[S:12][C:11]5[CH:13]=[CH:14][CH:15]=[CH:16][C:10]=5[C:9]=4[CH2:17][CH3:18])[CH2:3][CH2:4]3)=[CH:25][CH:26]=[CH:27][C:28]1=2.